Task: Predict the reactants needed to synthesize the given product.. Dataset: Full USPTO retrosynthesis dataset with 1.9M reactions from patents (1976-2016) (1) Given the product [CH2:1]([N:3]1[CH2:7][CH2:6][CH2:5][CH:4]1[CH2:8][N:9]1[C:10]2[CH:15]=[CH:14][C:13]([NH:16][C:17]([NH:19][C:20]3[CH:25]=[CH:24][C:23]([O:26][CH:27]([CH3:29])[CH3:28])=[CH:22][CH:21]=3)=[O:18])=[CH:12][C:11]=2[N:30]=[C:33]1[CH3:34])[CH3:2], predict the reactants needed to synthesize it. The reactants are: [CH2:1]([N:3]1[CH2:7][CH2:6][CH2:5][CH:4]1[CH2:8][NH:9][C:10]1[CH:15]=[CH:14][C:13]([NH:16][C:17]([NH:19][C:20]2[CH:25]=[CH:24][C:23]([O:26][CH:27]([CH3:29])[CH3:28])=[CH:22][CH:21]=2)=[O:18])=[CH:12][C:11]=1[N+:30]([O-])=O)[CH3:2].[C:33](OCC)(=O)[CH3:34].CCCCCC. (2) Given the product [CH:16]1([C:14]([NH:13][C:9]2[CH:8]=[C:7]([O:6][C:5]3[CH:19]=[CH:20][C:2]([NH:1][C:28]([NH:30][C:31]4[CH:32]=[C:33]([CH:46]=[C:47]([C:49]([F:51])([F:52])[F:50])[CH:48]=4)[O:34][CH:35]4[CH2:38][N:37]([C:39]([O:41][C:42]([CH3:45])([CH3:44])[CH3:43])=[O:40])[CH2:36]4)=[O:21])=[CH:3][CH:4]=3)[CH:12]=[CH:11][N:10]=2)=[O:15])[CH2:17][CH2:18]1, predict the reactants needed to synthesize it. The reactants are: [NH2:1][C:2]1[CH:20]=[CH:19][C:5]([O:6][C:7]2[CH:12]=[CH:11][N:10]=[C:9]([NH:13][C:14]([CH:16]3[CH2:18][CH2:17]3)=[O:15])[CH:8]=2)=[CH:4][CH:3]=1.[O:21]([C:28]([NH:30][C:31]1[CH:32]=[C:33]([CH:46]=[C:47]([C:49]([F:52])([F:51])[F:50])[CH:48]=1)[O:34][CH:35]1[CH2:38][N:37]([C:39]([O:41][C:42]([CH3:45])([CH3:44])[CH3:43])=[O:40])[CH2:36]1)=O)C1C=CC=CC=1.O.C([O-])(O)=O.[Na+]. (3) Given the product [F:1][C:2]1[CH:3]=[CH:4][C:5]2=[C:6]([CH:35]=1)[O:7][CH2:8][C:9]1[C:33]([F:34])=[CH:32][CH:31]=[CH:30][C:10]=1/[C:11]/2=[CH:12]\[C:13]1[CH:18]=[CH:17][C:16]2[N:19]([N:20]3[CH2:25][CH2:24][N:23]([CH3:26])[CH2:22][CH2:21]3)/[C:56](=[N:57]/[C:58]#[N:59])/[NH:27][C:15]=2[CH:14]=1, predict the reactants needed to synthesize it. The reactants are: [F:1][C:2]1[CH:3]=[CH:4][C:5]2=[C:6]([CH:35]=1)[O:7][CH2:8][C:9]1[C:33]([F:34])=[CH:32][CH:31]=[CH:30][C:10]=1/[C:11]/2=[CH:12]\[C:13]1[CH:18]=[CH:17][C:16]([NH:19][N:20]2[CH2:25][CH2:24][N:23]([CH3:26])[CH2:22][CH2:21]2)=[C:15]([N+:27]([O-])=O)[CH:14]=1.C(N(CC)CC)C.N1C=CC=CC=1.C1C=CC(O[C:56](OC2C=CC=CC=2)=[N:57][C:58]#[N:59])=CC=1. (4) Given the product [Cl:3][C:4]1[CH:5]=[C:6]([C:14]2[O:18][N:17]=[C:16]([C:19]3[CH:27]=[CH:26][CH:25]=[C:24]4[C:20]=3[CH:21]=[N:22][N:23]4[C:28]3([CH2:32][C:33]([OH:35])=[O:34])[CH2:29][O:30][CH2:31]3)[N:15]=2)[CH:7]=[CH:8][C:9]=1[O:10][CH:11]([CH3:12])[CH3:13], predict the reactants needed to synthesize it. The reactants are: [OH-].[Na+].[Cl:3][C:4]1[CH:5]=[C:6]([C:14]2[O:18][N:17]=[C:16]([C:19]3[CH:27]=[CH:26][CH:25]=[C:24]4[C:20]=3[CH:21]=[N:22][N:23]4[C:28]3([CH2:32][C:33]([O:35]CC)=[O:34])[CH2:31][O:30][CH2:29]3)[N:15]=2)[CH:7]=[CH:8][C:9]=1[O:10][CH:11]([CH3:13])[CH3:12].Cl. (5) Given the product [CH2:7]([C:10]1[CH:15]=[CH:14][C:13]([O:16][CH3:17])=[CH:12][C:11]=1[CH2:18][CH2:19][OH:20])[CH3:8], predict the reactants needed to synthesize it. The reactants are: [H-].[Al+3].[Li+].[H-].[H-].[H-].[C:7]([C:10]1[CH:15]=[CH:14][C:13]([O:16][CH3:17])=[CH:12][C:11]=1[CH2:18][CH2:19][O:20]C(=O)C)(=O)[CH3:8].C(OCC)(=O)C. (6) The reactants are: C1(C)C=CC=CC=1.C(O)C.[F:11][CH:12]([F:39])[C:13]([N:15]1[C@H:19]([CH2:20][F:21])[C@@H:18]([C:22]2[CH:27]=[CH:26][C:25](B3OC(C)(C)C(C)(C)O3)=[CH:24][CH:23]=2)[O:17][C:16]1([CH3:38])[CH3:37])=[O:14].[Cl-].Br[C:42]1[CH:43]=[CH:44][C:45]([C:48]2([NH3+:52])[CH2:51][O:50][CH2:49]2)=[N:46][CH:47]=1.C(=O)(O)[O-].[Na+]. Given the product [NH2:52][C:48]1([C:45]2[N:46]=[CH:47][C:42]([C:25]3[CH:24]=[CH:23][C:22]([C@H:18]4[O:17][C:16]([CH3:38])([CH3:37])[N:15]([C:13](=[O:14])[CH:12]([F:39])[F:11])[C@@H:19]4[CH2:20][F:21])=[CH:27][CH:26]=3)=[CH:43][CH:44]=2)[CH2:51][O:50][CH2:49]1, predict the reactants needed to synthesize it. (7) Given the product [ClH:43].[ClH:43].[OH:61][C@H:58]1[CH2:59][CH2:60][N:55]([CH2:54][CH2:53][N:12]2[CH2:13][CH2:14][CH:15]([NH:18][C:19]([C:21]3[NH:22][C:23]4[C:28]([CH:29]=3)=[C:27]([O:30][CH2:31][C:32]3[C:36]5[CH:37]=[CH:38][C:39]([O:41][CH3:42])=[CH:40][C:35]=5[O:34][CH:33]=3)[CH:26]=[CH:25][CH:24]=4)=[O:20])[CH2:16][CH2:17]2)[CH2:56][C@@H:57]1[CH3:62], predict the reactants needed to synthesize it. The reactants are: [C@H]1(C[N:12]2[CH2:17][CH2:16][CH:15]([NH:18][C:19]([C:21]3[NH:22][C:23]4[C:28]([CH:29]=3)=[C:27]([O:30][CH2:31][C:32]3[C:36]5[CH:37]=[CH:38][C:39]([O:41][CH3:42])=[CH:40][C:35]=5[O:34][CH:33]=3)[CH:26]=[CH:25][CH:24]=4)=[O:20])[CH2:14][CH2:13]2)[C@@H]2N(CCCC2)CCC1.[ClH:43].Cl.Cl.NC1CCN([CH2:53][CH2:54][N:55]2[CH2:60][CH2:59][C@H:58]([OH:61])[C@@H:57]([CH3:62])[CH2:56]2)CC1. (8) Given the product [CH:17]1[CH:16]=[CH:15][C:14]([N:4]2[C:3](=[O:20])[C:2]([C:27]3[CH:34]=[CH:33][CH:32]=[CH:31][C:28]=3[C:29]#[N:30])=[CH:7][C:6]([C:8]3[CH:13]=[CH:12][CH:11]=[CH:10][N:9]=3)=[CH:5]2)=[CH:19][CH:18]=1, predict the reactants needed to synthesize it. The reactants are: Br[C:2]1[C:3](=[O:20])[N:4]([C:14]2[CH:19]=[CH:18][CH:17]=[CH:16][CH:15]=2)[CH:5]=[C:6]([C:8]2[CH:13]=[CH:12][CH:11]=[CH:10][N:9]=2)[CH:7]=1.O1CCCOB1[C:27]1[CH:34]=[CH:33][CH:32]=[CH:31][C:28]=1[C:29]#[N:30].C(=O)([O-])[O-].[K+].[K+]. (9) Given the product [O:23]1[C:22]2([CH2:27][CH2:28][C:19]([C:7]3[CH:8]=[CH:9][C:4]([C:1]([OH:3])=[O:2])=[CH:5][CH:6]=3)=[CH:20][CH2:21]2)[O:26][CH2:25][CH2:24]1, predict the reactants needed to synthesize it. The reactants are: [C:1]([C:4]1[CH:9]=[CH:8][C:7](B(O)O)=[CH:6][CH:5]=1)([OH:3])=[O:2].FC(F)(F)S(O[C:19]1[CH2:28][CH2:27][C:22]2([O:26][CH2:25][CH2:24][O:23]2)[CH2:21][CH:20]=1)(=O)=O.C([O-])([O-])=O.[Na+].[Na+].C1(P(C2C=CC=CC=2)C2C=CC=CC=2)C=CC=CC=1.